Dataset: CYP2C9 inhibition data for predicting drug metabolism from PubChem BioAssay. Task: Regression/Classification. Given a drug SMILES string, predict its absorption, distribution, metabolism, or excretion properties. Task type varies by dataset: regression for continuous measurements (e.g., permeability, clearance, half-life) or binary classification for categorical outcomes (e.g., BBB penetration, CYP inhibition). Dataset: cyp2c9_veith. (1) The drug is CCOC(=O)C1=NO[C@@]2(C=C(Br)C3(OCCCO3)[C@H]3O[C@H]32)C1. The result is 0 (non-inhibitor). (2) The compound is CC(=NC1CCCCC1)c1ccccc1O. The result is 0 (non-inhibitor). (3) The compound is COc1ccc2nc(SCC(=O)Nc3ccc4c(c3)OCCO4)[nH]c2c1. The result is 1 (inhibitor).